This data is from HIV replication inhibition screening data with 41,000+ compounds from the AIDS Antiviral Screen. The task is: Binary Classification. Given a drug SMILES string, predict its activity (active/inactive) in a high-throughput screening assay against a specified biological target. (1) The molecule is Cc1ccc(SSc2ccc([N+](=O)[O-])cc2[N+](=O)[O-])cc1. The result is 0 (inactive). (2) The molecule is C1OC1C1CCC(C2CCC(C3CO3)O2)O1. The result is 0 (inactive). (3) The compound is CC(CN(C)C)Sc1nnc(SC(C)CN(C)C)s1. The result is 0 (inactive).